Dataset: Full USPTO retrosynthesis dataset with 1.9M reactions from patents (1976-2016). Task: Predict the reactants needed to synthesize the given product. (1) The reactants are: [CH2:1]([C:4]1[CH:9]=[N:8][CH:7]=[CH:6][N:5]=1)[CH2:2][CH3:3]. Given the product [CH2:1]([CH:4]1[CH2:9][NH:8][CH2:7][CH2:6][NH:5]1)[CH2:2][CH3:3], predict the reactants needed to synthesize it. (2) Given the product [C:1]1([C:7]2[CH:8]=[C:9]([C:14]3[CH:15]=[N:16][CH:17]=[CH:18][CH:19]=3)[CH:10]=[C:11]([NH:12][C:21](=[O:22])[O:23][C:24]3[CH:29]=[CH:28][CH:27]=[CH:26][CH:25]=3)[CH:13]=2)[CH:2]=[CH:3][CH:4]=[CH:5][CH:6]=1, predict the reactants needed to synthesize it. The reactants are: [C:1]1([C:7]2[CH:8]=[C:9]([C:14]3[CH:15]=[N:16][CH:17]=[CH:18][CH:19]=3)[CH:10]=[C:11]([CH:13]=2)[NH2:12])[CH:6]=[CH:5][CH:4]=[CH:3][CH:2]=1.Cl[C:21]([O:23][C:24]1[CH:29]=[CH:28][CH:27]=[CH:26][CH:25]=1)=[O:22].C(N(CC)CC)C. (3) Given the product [CH:3]([C:6]1[CH:11]=[CH:10][C:9]([CH:12]2[C:16]3[C:17]([CH3:24])=[C:18]([O:23][C:32]4[CH:33]=[CH:28][C:29]([N+:37]([O-:39])=[O:38])=[CH:30][C:31]=4[N+:34]([O-:36])=[O:35])[C:19]([CH3:22])=[C:20]([CH3:21])[C:15]=3[O:14][C:13]2([CH3:26])[CH3:25])=[CH:8][CH:7]=1)([CH3:5])[CH3:4], predict the reactants needed to synthesize it. The reactants are: [H-].[Na+].[CH:3]([C:6]1[CH:11]=[CH:10][C:9]([CH:12]2[C:16]3[C:17]([CH3:24])=[C:18]([OH:23])[C:19]([CH3:22])=[C:20]([CH3:21])[C:15]=3[O:14][C:13]2([CH3:26])[CH3:25])=[CH:8][CH:7]=1)([CH3:5])[CH3:4].Cl[C:28]1[CH:33]=[CH:32][C:31]([N+:34]([O-:36])=[O:35])=[CH:30][C:29]=1[N+:37]([O-:39])=[O:38].O. (4) Given the product [OH:65][CH2:64][CH2:63][CH2:62][N:60]1[CH:61]=[C:57]([C:54]2[N:53]=[C:52]([C:66](=[O:67])[NH:68][CH3:69])[C:51]([NH:50][C:119]3[C:120]([C:121]([F:124])([F:122])[F:123])=[CH:115][N:116]=[C:117]([NH:125][C:126]4[CH:140]=[CH:139][C:129]([CH2:130][P:131](=[O:138])([O:135][CH2:136][CH3:137])[O:132][CH2:133][CH3:134])=[CH:128][C:127]=4[CH3:141])[N:118]=3)=[CH:56][CH:55]=2)[CH:58]=[N:59]1, predict the reactants needed to synthesize it. The reactants are: OCCCN1C=C(C2C=CC(NC3C(C(F)(F)F)=CN=C(NC4C=CC(CP(=O)(OCC)OCC)=CC=4OC)N=3)=C3C=2CN(C)C3=O)C=N1.[NH2:50][C:51]1[C:52]([C:66]([NH:68][CH3:69])=[O:67])=[N:53][C:54]([C:57]2[CH:58]=[N:59][N:60]([CH2:62][CH2:63][CH2:64][OH:65])[CH:61]=2)=[CH:55][CH:56]=1.C(OP1(=O)CC2C=CC(=CC=2)NC2=NC(=C(C(F)(F)F)C=N2)NC2C=CC(=NC=2C(NC)=O)C2=CN(N=C2)CCCCO1)C.Cl[C:115]1[C:120]([C:121]([F:124])([F:123])[F:122])=[CH:119][N:118]=[C:117]([NH:125][C:126]2[CH:140]=[CH:139][C:129]([CH2:130][P:131](=[O:138])([O:135][CH2:136][CH3:137])[O:132][CH2:133][CH3:134])=[CH:128][C:127]=2[CH3:141])[N:116]=1. (5) The reactants are: [Cl:1][C:2]1[CH:7]=[C:6]([NH:8][C:9]2[CH:10]=[C:11]([CH:15]=[CH:16][CH:17]=2)C(O)=O)[C:5]([Cl:18])=[CH:4][N:3]=1.C[N:20]([CH3:29])CCCN=C=NCC.[OH:30]N1C2C=CC=CC=2N=N1.C(N(C(C)C)CC)(C)C.[C:49]([O-])(O)=[O:50].[Na+]. Given the product [Cl:1][C:2]1[CH:7]=[C:6]([NH:8][C:9]2[CH:17]=[CH:16][CH:15]=[CH:11][C:10]=2[C:29]([NH:20][O:50][CH3:49])=[O:30])[C:5]([Cl:18])=[CH:4][N:3]=1, predict the reactants needed to synthesize it. (6) Given the product [CH3:1][O:2][C:3]([C:5]1[C:15]2[O:14][C:13]3[C:16]([CH:23]([OH:24])[CH2:31][CH3:32])=[C:17]([O:21][CH3:22])[CH:18]=[C:19]([CH3:20])[C:12]=3[C:11](=[O:25])[O:10][C:9]=2[C:8]([CH3:26])=[C:7]([O:27][CH3:28])[CH:6]=1)=[O:4], predict the reactants needed to synthesize it. The reactants are: [CH3:1][O:2][C:3]([C:5]1[C:15]2[O:14][C:13]3[C:16]([CH:23]=[O:24])=[C:17]([O:21][CH3:22])[CH:18]=[C:19]([CH3:20])[C:12]=3[C:11](=[O:25])[O:10][C:9]=2[C:8]([CH3:26])=[C:7]([O:27][CH3:28])[CH:6]=1)=[O:4].Cl.O1CC[CH2:32][CH2:31]1.